From a dataset of Full USPTO retrosynthesis dataset with 1.9M reactions from patents (1976-2016). Predict the reactants needed to synthesize the given product. (1) Given the product [CH2:1]([O:8][C:9](=[O:40])[C@@H:10]([N:14]([CH2:25][C:26]1[CH:31]=[CH:30][C:29]([C:32]2[CH:37]=[CH:36][CH:35]=[CH:34][C:33]=2[C:38]#[N:39])=[CH:28][CH:27]=1)[C:15](=[O:24])[CH2:16][CH2:17][C:18](=[O:19])[CH3:23])[CH:11]([CH3:12])[CH3:13])[C:2]1[CH:7]=[CH:6][CH:5]=[CH:4][CH:3]=1, predict the reactants needed to synthesize it. The reactants are: [CH2:1]([O:8][C:9](=[O:40])[C@@H:10]([N:14]([CH2:25][C:26]1[CH:31]=[CH:30][C:29]([C:32]2[CH:37]=[CH:36][CH:35]=[CH:34][C:33]=2[C:38]#[N:39])=[CH:28][CH:27]=1)[C:15](=[O:24])[CH2:16][CH2:17][C:18]1([CH3:23])OCC[O:19]1)[CH:11]([CH3:13])[CH3:12])[C:2]1[CH:7]=[CH:6][CH:5]=[CH:4][CH:3]=1.Cl. (2) Given the product [Si:21]([O:7][CH2:6][C@H:5]1[O:8][C@@H:1]([N:9]2[CH:16]=[CH:15][C:13]([NH2:14])=[N:12][C:10]2=[O:11])[CH2:2][C@@H:3]1[OH:4])([C:18]([CH3:20])([CH3:19])[CH3:17])([CH3:23])[CH3:22], predict the reactants needed to synthesize it. The reactants are: [C@@H:1]1([N:9]2[CH:16]=[CH:15][C:13]([NH2:14])=[N:12][C:10]2=[O:11])[O:8][C@H:5]([CH2:6][OH:7])[C@@H:3]([OH:4])[CH2:2]1.[CH3:17][C:18]([Si:21](Cl)([CH3:23])[CH3:22])([CH3:20])[CH3:19]. (3) Given the product [S:1]1[C:9]2[CH:8]=[CH:7][N:6]=[CH:5][C:4]=2[N:3]=[C:2]1[CH2:10][OH:11], predict the reactants needed to synthesize it. The reactants are: [S:1]1[C:9]2[CH:8]=[CH:7][N:6]=[CH:5][C:4]=2[N:3]=[C:2]1[C:10](OCC)=[O:11].[BH4-].[Na+]. (4) Given the product [CH2:21]([O:20][C:12]1[CH:13]=[C:14]([CH:18]=[CH:19][C:11]=1[C:9](=[O:10])[C:8]1[CH:25]=[CH:26][C:27]([O:28][CH2:29][CH:30]([CH3:32])[CH3:31])=[C:6]([CH2:5][CH2:4][C:1]([O:3][CH3:33])=[O:2])[CH:7]=1)[C:15]([OH:17])=[O:16])[CH:22]([CH3:23])[CH3:24], predict the reactants needed to synthesize it. The reactants are: [C:1]([CH2:4][CH2:5][C:6]1[CH:7]=[C:8]([CH:25]=[CH:26][C:27]=1[O:28][CH2:29][CH:30]([CH3:32])[CH3:31])[C:9]([C:11]1[CH:19]=[CH:18][C:14]([C:15]([OH:17])=[O:16])=[CH:13][C:12]=1[O:20][CH2:21][CH:22]([CH3:24])[CH3:23])=[O:10])([OH:3])=[O:2].[C:33](N1C=CN=C1)(N1C=CN=C1)=O.CO.Cl. (5) Given the product [CH3:1][N:2]1[CH2:7][CH2:6][N:5]([C:8]2[N:13]3[CH:14]=[C:15]([CH:17]([OH:18])[CH3:19])[N:16]=[C:12]3[CH:11]=[CH:10][CH:9]=2)[CH2:4][CH2:3]1, predict the reactants needed to synthesize it. The reactants are: [CH3:1][N:2]1[CH2:7][CH2:6][N:5]([C:8]2[N:13]3[CH:14]=[C:15]([CH:17]=[O:18])[N:16]=[C:12]3[CH:11]=[CH:10][CH:9]=2)[CH2:4][CH2:3]1.[CH3:19][Mg]Br. (6) Given the product [CH2:1]([O:3][C:4]1[CH:25]=[CH:24][C:7]2[N:8]([CH:28]([CH3:34])[C:29]([OH:31])=[O:30])[C:9](=[N:11][C:12](=[O:23])[C:13]3[CH:18]=[CH:17][CH:16]=[C:15]([C:19]([F:22])([F:20])[F:21])[CH:14]=3)[S:10][C:6]=2[C:5]=1[F:26])[CH3:2], predict the reactants needed to synthesize it. The reactants are: [CH2:1]([O:3][C:4]1[CH:25]=[CH:24][C:7]2[NH:8][C:9](=[N:11][C:12](=[O:23])[C:13]3[CH:18]=[CH:17][CH:16]=[C:15]([C:19]([F:22])([F:21])[F:20])[CH:14]=3)[S:10][C:6]=2[C:5]=1[F:26])[CH3:2].Br[CH:28]([CH3:34])[C:29]([O:31]CC)=[O:30].FC1C2SC(=NC(=O)C3C=CC=C(Cl)C=3)NC=2C=CC=1OC.BrCC(OCC)=O. (7) Given the product [CH2:25]([O:27][C:28](=[O:37])[CH2:29][S:30][C:31]1[S:35][C:34]([NH:36][C:9](=[O:11])[C:8]2[CH:12]=[C:13]([O:15][CH2:16][CH2:17][C:18]3[CH:23]=[CH:22][CH:21]=[CH:20][CH:19]=3)[CH:14]=[C:6]([O:5][C@@H:4]([CH3:24])[CH2:3][O:2][CH3:1])[CH:7]=2)=[N:33][CH:32]=1)[CH3:26], predict the reactants needed to synthesize it. The reactants are: [CH3:1][O:2][CH2:3][C@H:4]([CH3:24])[O:5][C:6]1[CH:7]=[C:8]([CH:12]=[C:13]([O:15][CH2:16][CH2:17][C:18]2[CH:23]=[CH:22][CH:21]=[CH:20][CH:19]=2)[CH:14]=1)[C:9]([OH:11])=O.[CH2:25]([O:27][C:28](=[O:37])[CH2:29][S:30][C:31]1[S:35][C:34]([NH2:36])=[N:33][CH:32]=1)[CH3:26]. (8) Given the product [Cl:1][C:2]1[CH:7]=[CH:6][C:5]([P:8]([C:13]2([C:16]#[N:17])[CH2:14][CH2:15]2)(=[O:9])[OH:12])=[CH:4][CH:3]=1, predict the reactants needed to synthesize it. The reactants are: [Cl:1][C:2]1[CH:7]=[CH:6][C:5]([P:8]([C:13]2([C:16]#[N:17])[CH2:15][CH2:14]2)(=[O:12])[O:9]CC)=[CH:4][CH:3]=1.Br[Si](C)(C)C. (9) Given the product [NH2:1][C:2]1[CH:7]=[C:6]([C:25]2[CH:26]=[CH:27][C:22]([Cl:21])=[CH:23][CH:24]=2)[N:5]=[C:4]([C:9]([O:11][CH3:12])=[O:10])[C:3]=1[O:13][CH3:14], predict the reactants needed to synthesize it. The reactants are: [NH2:1][C:2]1[CH:7]=[C:6](Br)[N:5]=[C:4]([C:9]([O:11][CH3:12])=[O:10])[C:3]=1[O:13][CH3:14].COCCOC.[Cl:21][C:22]1[CH:27]=[CH:26][C:25](B2OCCCO2)=[CH:24][CH:23]=1.[F-].[Cs+]. (10) Given the product [I:32][C:24]1[CH:23]=[CH:22][N:21]=[CH:20][C:19]=1[NH:2][CH3:1], predict the reactants needed to synthesize it. The reactants are: [CH3:1][N:2]([C:19]1[CH:20]=[N:21][CH:22]=[CH:23][C:24]=1N1CCCCC1C)C(=O)C1C=C(C(F)(F)F)C=C(C(F)(F)F)C=1.[I:32]C1C=CN=CC=1N.